Dataset: Reaction yield outcomes from USPTO patents with 853,638 reactions. Task: Predict the reaction yield, written as a fraction of the theoretical maximum amount of product (1.0 means a 100% yield; for example, 0.34 means a 34% yield). (1) The reactants are [CH2:1]([O:3][C@H:4]([C:17]([O:19][CH2:20][CH3:21])=[O:18])[CH2:5][C:6]1[CH:16]=[CH:15][C:9]([O:10][CH2:11][C:12]([OH:14])=O)=[CH:8][CH:7]=1)[CH3:2].Cl.[F:23][C:24]1[CH:40]=[C:39]([F:41])[CH:38]=[CH:37][C:25]=1[CH2:26][NH:27][CH2:28][CH2:29][CH2:30][CH2:31][CH2:32][CH2:33][CH2:34][CH2:35][CH3:36].C(N(CC)C(C)C)(C)C.Cl.C(N=C=NCCCN(C)C)C. The catalyst is C(Cl)Cl.CN(C1C=CN=CC=1)C. The product is [F:23][C:24]1[CH:40]=[C:39]([F:41])[CH:38]=[CH:37][C:25]=1[CH2:26][N:27]([CH2:28][CH2:29][CH2:30][CH2:31][CH2:32][CH2:33][CH2:34][CH2:35][CH3:36])[C:12](=[O:14])[CH2:11][O:10][C:9]1[CH:8]=[CH:7][C:6]([CH2:5][C@H:4]([O:3][CH2:1][CH3:2])[C:17]([O:19][CH2:20][CH3:21])=[O:18])=[CH:16][CH:15]=1. The yield is 0.530. (2) The reactants are Br[C:2]1[C:3]2[C:4]3[CH:17]=[CH:16][S:15][C:5]=3[C:6](=[O:14])[NH:7][C:8]=2[CH:9]=[CH:10][C:11]=1[O:12][CH3:13].[CH3:18][C:19]([C:23]1[CH:28]=[CH:27][C:26](B2OC(C)(C)C(C)(C)O2)=[CH:25][CH:24]=1)([CH3:22])[C:20]#[N:21]. No catalyst specified. The product is [CH3:13][O:12][C:11]1[CH:10]=[CH:9][C:8]2[NH:7][C:6](=[O:14])[C:5]3[S:15][CH:16]=[CH:17][C:4]=3[C:3]=2[C:2]=1[C:26]1[CH:27]=[CH:28][C:23]([C:19]([CH3:22])([CH3:18])[C:20]#[N:21])=[CH:24][CH:25]=1. The yield is 0.560. (3) The reactants are CC1(C)C(C)(C)OB([C:9]2[CH:14]=[CH:13][N:12]=[C:11]3[N:15]([S:18]([C:21]4[CH:27]=[CH:26][C:24]([CH3:25])=[CH:23][CH:22]=4)(=[O:20])=[O:19])[CH:16]=[CH:17][C:10]=23)O1.Cl[C:30]1[N:35]=[C:34]([N:36]2[CH2:41][CH2:40][O:39][CH2:38][C@H:37]2[CH3:42])[CH:33]=[C:32]([C:43]2([S@:46]([CH3:49])(=[NH:48])=[O:47])[CH2:45][CH2:44]2)[N:31]=1.C(=O)([O-])[O-].[Na+].[Na+]. The catalyst is COCCOC.COCCOC.O.CCOC(C)=O.Cl[Pd](Cl)([P](C1C=CC=CC=1)(C1C=CC=CC=1)C1C=CC=CC=1)[P](C1C=CC=CC=1)(C1C=CC=CC=1)C1C=CC=CC=1. The product is [CH3:42][C@@H:37]1[CH2:38][O:39][CH2:40][CH2:41][N:36]1[C:34]1[CH:33]=[C:32]([C:43]2([S@:46]([CH3:49])(=[NH:48])=[O:47])[CH2:44][CH2:45]2)[N:31]=[C:30]([C:9]2[CH:14]=[CH:13][N:12]=[C:11]3[N:15]([S:18]([C:21]4[CH:22]=[CH:23][C:24]([CH3:25])=[CH:26][CH:27]=4)(=[O:19])=[O:20])[CH:16]=[CH:17][C:10]=23)[N:35]=1. The yield is 0.390. (4) The reactants are [Cl:1][C:2]1[CH:3]=[C:4]2[C:9](=[CH:10][CH:11]=1)[C@:8]([CH2:17][OH:18])([CH:12]([O:15][CH3:16])[O:13][CH3:14])[CH2:7][CH2:6][CH2:5]2.[Li+].C[Si]([N-][Si](C)(C)C)(C)C.F[C:30]1[CH:42]=[CH:41][C:33]([C:34]([O:36][C:37]([CH3:40])([CH3:39])[CH3:38])=[O:35])=[CH:32][C:31]=1[N+:43]([O-:45])=[O:44]. The catalyst is C1COCC1. The product is [Cl:1][C:2]1[CH:3]=[C:4]2[C:9](=[CH:10][CH:11]=1)[C@:8]([CH2:17][O:18][C:30]1[CH:42]=[CH:41][C:33]([C:34]([O:36][C:37]([CH3:38])([CH3:39])[CH3:40])=[O:35])=[CH:32][C:31]=1[N+:43]([O-:45])=[O:44])([CH:12]([O:15][CH3:16])[O:13][CH3:14])[CH2:7][CH2:6][CH2:5]2. The yield is 0.870. (5) The reactants are Cl.CCCCC1N(CC2C=CC(C3C(C4N=NN([C:29]([C:42]5[CH:47]=[CH:46][CH:45]=[CH:44][CH:43]=5)([C:36]5[CH:41]=[CH:40][CH:39]=[CH:38][CH:37]=5)[C:30]5[CH:35]=[CH:34][CH:33]=[CH:32][CH:31]=5)N=4)=CC=CC=3)=CC=2)C(CO)=C(Cl)N=1.[OH-:51].[K+]. The catalyst is CC(C)=O.O. The product is [C:30]1([C:29]([C:36]2[CH:37]=[CH:38][CH:39]=[CH:40][CH:41]=2)([C:42]2[CH:43]=[CH:44][CH:45]=[CH:46][CH:47]=2)[OH:51])[CH:31]=[CH:32][CH:33]=[CH:34][CH:35]=1. The yield is 0.990. (6) The reactants are [NH2:1][C:2]1[C:10]([Cl:11])=[C:9]([O:12][CH3:13])[CH:8]=[CH:7][C:3]=1[C:4]([OH:6])=[O:5].[C:14]([O-])([O-])=O.[K+].[K+].CI.C(O)(=O)CC(CC(O)=O)(C(O)=O)O. The catalyst is CN(C=O)C. The product is [CH3:14][O:5][C:4](=[O:6])[C:3]1[CH:7]=[CH:8][C:9]([O:12][CH3:13])=[C:10]([Cl:11])[C:2]=1[NH2:1]. The yield is 0.500. (7) The reactants are C1C=CC(P(C2C=CC=CC=2)C2C=CC=CC=2)=CC=1.[Cl:20][C:21]1[CH:22]=[CH:23][C:24]([OH:27])=[N:25][CH:26]=1.C1C=CC(COC(/N=N/C(OCC2C=CC=CC=2)=O)=O)=CC=1.[CH2:50]([N:57]1[CH2:61][C@H:60]([C:62]2[CH:67]=[CH:66][C:65]([Cl:68])=[CH:64][CH:63]=2)[C@@H:59]([C@H:69](O)[CH3:70])[CH2:58]1)[C:51]1[CH:56]=[CH:55][CH:54]=[CH:53][CH:52]=1. The catalyst is C1COCC1. The product is [CH2:50]([N:57]1[CH2:61][C@H:60]([C:62]2[CH:63]=[CH:64][C:65]([Cl:68])=[CH:66][CH:67]=2)[C@@H:59]([C@@H:69]([O:27][C:24]2[CH:23]=[CH:22][C:21]([Cl:20])=[CH:26][N:25]=2)[CH3:70])[CH2:58]1)[C:51]1[CH:52]=[CH:53][CH:54]=[CH:55][CH:56]=1. The yield is 0.650. (8) The reactants are [CH3:1][N:2]1[CH2:7][CH2:6][N:5]([C:8]2[CH:13]=[CH:12][C:11]([N+:14]([O-])=O)=[CH:10][CH:9]=2)[CH2:4][CH2:3]1.O.O.[Sn](Cl)Cl. The catalyst is CN(C)C=O. The product is [CH3:1][N:2]1[CH2:3][CH2:4][N:5]([C:8]2[CH:13]=[CH:12][C:11]([NH2:14])=[CH:10][CH:9]=2)[CH2:6][CH2:7]1. The yield is 0.740.